From a dataset of Catalyst prediction with 721,799 reactions and 888 catalyst types from USPTO. Predict which catalyst facilitates the given reaction. (1) Reactant: C([O:8][N:9]1[C:15](=[O:16])[N:14]2[CH2:17][C@H:10]1[CH2:11][CH2:12][C@H:13]2[C:18]([NH:20][O:21][CH:22]1[CH2:27][CH2:26][N:25]([C:28]([NH:37][C:38](=[O:44])[O:39][C:40]([CH3:43])([CH3:42])[CH3:41])=[N:29][C:30](=[O:36])[O:31][C:32]([CH3:35])([CH3:34])[CH3:33])[CH2:24][CH2:23]1)=[O:19])C1C=CC=CC=1. Product: [OH:8][N:9]1[C:15](=[O:16])[N:14]2[CH2:17][C@H:10]1[CH2:11][CH2:12][C@H:13]2[C:18]([NH:20][O:21][CH:22]1[CH2:23][CH2:24][N:25]([C:28]([NH:37][C:38](=[O:44])[O:39][C:40]([CH3:43])([CH3:42])[CH3:41])=[N:29][C:30](=[O:36])[O:31][C:32]([CH3:33])([CH3:34])[CH3:35])[CH2:26][CH2:27]1)=[O:19]. The catalyst class is: 19. (2) Reactant: FC(F)(F)C([O-])=O.ClC1C=C2C(=O)NC=C(CC3C=CC(F)=C(C=3)C(N3CCC[NH2+]CC3)=O)N2C=1.[Cl:36][C:37]1[CH:38]=[C:39]([C:42]([O:44]N2C(=O)CCC2=O)=O)[NH:40][CH:41]=1.[CH3:52][O:53][C:54]1[CH:86]=[C:85]([O:87][CH3:88])[CH:84]=[CH:83][C:55]=1[CH2:56][NH:57][CH2:58][C:59]#[C:60][C:61]1[CH:66]=[CH:65][N:64]=[C:63]([C:67]([N:69]2[CH2:75][CH2:74][CH2:73][N:72]([C:76]([O:78][C:79]([CH3:82])([CH3:81])[CH3:80])=[O:77])[CH2:71][CH2:70]2)=[O:68])[CH:62]=1.C([O-])(O)=O.[Na+]. Product: [Cl:36][C:37]1[CH:38]=[C:39]([C:42]([N:57]([CH2:56][C:55]2[CH:83]=[CH:84][C:85]([O:87][CH3:88])=[CH:86][C:54]=2[O:53][CH3:52])[CH2:58][C:59]#[C:60][C:61]2[CH:66]=[CH:65][N:64]=[C:63]([C:67]([N:69]3[CH2:75][CH2:74][CH2:73][N:72]([C:76]([O:78][C:79]([CH3:82])([CH3:80])[CH3:81])=[O:77])[CH2:71][CH2:70]3)=[O:68])[CH:62]=2)=[O:44])[NH:40][CH:41]=1. The catalyst class is: 144.